This data is from NCI-60 drug combinations with 297,098 pairs across 59 cell lines. The task is: Regression. Given two drug SMILES strings and cell line genomic features, predict the synergy score measuring deviation from expected non-interaction effect. (1) Drug 1: COC1=NC(=NC2=C1N=CN2C3C(C(C(O3)CO)O)O)N. Drug 2: C1=CN(C=N1)CC(O)(P(=O)(O)O)P(=O)(O)O. Cell line: HCT116. Synergy scores: CSS=-0.347, Synergy_ZIP=-0.0123, Synergy_Bliss=-3.03, Synergy_Loewe=-0.620, Synergy_HSA=-4.58. (2) Cell line: KM12. Drug 1: CN(C)C1=NC(=NC(=N1)N(C)C)N(C)C. Drug 2: CCC1=C2CN3C(=CC4=C(C3=O)COC(=O)C4(CC)O)C2=NC5=C1C=C(C=C5)O. Synergy scores: CSS=18.3, Synergy_ZIP=-12.5, Synergy_Bliss=-7.62, Synergy_Loewe=-1.37, Synergy_HSA=-0.993.